Predict the reaction yield, written as a fraction of the theoretical maximum amount of product (1.0 means a 100% yield; for example, 0.34 means a 34% yield). From a dataset of Reaction yield outcomes from USPTO patents with 853,638 reactions. (1) The reactants are C(NO)(O[CH2:4][CH:5]1[C:17]2[C:12](=[CH:13][CH:14]=[CH:15][CH:16]=2)[C:11]2[C:6]1=[CH:7][CH:8]=[CH:9][CH:10]=2)=O.CC[N:22]=C=NCCCN(C)C.[CH:31]1[CH:32]=[CH:33][C:34]2N(O)N=N[C:35]=2[CH:36]=1.COC(=O)C(N)(NC(=O)[C:55]1[CH:60]=[CH:59][C:58]([C:61]#[C:62]C#CC2C=CC(N)=CC=2)=[CH:57][CH:56]=1)CC(OC(C)(C)C)=O.CCN(C(C)C)C(C)C.[CH3:84][N:85]([CH:87]=[O:88])C. The catalyst is CCOC(C)=O. The product is [C:5]([CH:4]([NH2:22])[CH2:84][NH:85][C:87](=[O:88])[C:55]1[CH:60]=[CH:59][C:58]([C:61]#[CH:62])=[CH:57][CH:56]=1)([C:6]1[CH:7]=[CH:8][CH:9]=[CH:10][CH:11]=1)([C:17]1[CH:16]=[CH:15][CH:14]=[CH:13][CH:12]=1)[C:35]1[CH:34]=[CH:33][CH:32]=[CH:31][CH:36]=1. The yield is 0.970. (2) The reactants are [N+:1]([C:4]1[CH:5]=[C:6]([CH:16]=[CH:17][CH:18]=1)[C:7]([NH:9][C:10]1[CH:15]=[CH:14][N:13]=[CH:12][CH:11]=1)=[O:8])([O-])=O. The catalyst is CCO.[Pd]. The product is [NH2:1][C:4]1[CH:5]=[C:6]([CH:16]=[CH:17][CH:18]=1)[C:7]([NH:9][C:10]1[CH:15]=[CH:14][N:13]=[CH:12][CH:11]=1)=[O:8]. The yield is 0.750. (3) The reactants are Br[CH2:2][C:3]1[NH:8][C:7]([C:9]2[S:10][CH:11]=[CH:12][N:13]=2)=[N:6][CH:5]([C:14]2[CH:19]=[CH:18][C:17]([Cl:20])=[CH:16][C:15]=2[Cl:21])[C:4]=1[C:22]([O:24][CH2:25][CH3:26])=[O:23].Cl.[NH:28]1[CH2:33][CH2:32][O:31][CH2:30][CH:29]1[CH2:34][CH2:35][C:36]([OH:38])=[O:37]. No catalyst specified. The product is [Cl:21][C:15]1[CH:16]=[C:17]([Cl:20])[CH:18]=[CH:19][C:14]=1[CH:5]1[N:6]=[C:7]([C:9]2[S:10][CH:11]=[CH:12][N:13]=2)[NH:8][C:3]([CH2:2][N:28]2[CH2:33][CH2:32][O:31][CH2:30][CH:29]2[CH2:34][CH2:35][C:36]([OH:38])=[O:37])=[C:4]1[C:22]([O:24][CH2:25][CH3:26])=[O:23]. The yield is 0.550. (4) The reactants are CON(C)[C:4](=[O:11])[C:5]1[CH:10]=[CH:9][N:8]=[CH:7][CH:6]=1.[CH2:13]([Mg]Cl)[C:14]1[CH:19]=[CH:18][CH:17]=[CH:16][CH:15]=1. The catalyst is C1COCC1. The product is [C:14]1([CH2:13][C:4]([C:5]2[CH:10]=[CH:9][N:8]=[CH:7][CH:6]=2)=[O:11])[CH:19]=[CH:18][CH:17]=[CH:16][CH:15]=1. The yield is 0.100. (5) The reactants are Cl[C:2]1[N:3]=[N:4][C:5]([O:8][CH3:9])=[CH:6][CH:7]=1.NC(N)=[S:12].CC(CC)=O. The catalyst is O. The product is [CH3:9][O:8][C:5]1[N:4]=[N:3][C:2]([SH:12])=[CH:7][CH:6]=1. The yield is 0.240. (6) The reactants are FC(F)(F)S(O[C:7]1[CH:8]=[N:9][C:10]2[C:15]([CH:16]=1)=[CH:14][CH:13]=[CH:12][C:11]=2[C:17]([O:19][CH3:20])=[O:18])(=O)=O.[CH2:23](B(O)O)[CH2:24][CH2:25][CH2:26][CH2:27][CH3:28].C([O-])([O-])=O.[Cs+].[Cs+]. The catalyst is C1(C)C=CC=CC=1.C1C=CC([P]([Pd]([P](C2C=CC=CC=2)(C2C=CC=CC=2)C2C=CC=CC=2)([P](C2C=CC=CC=2)(C2C=CC=CC=2)C2C=CC=CC=2)[P](C2C=CC=CC=2)(C2C=CC=CC=2)C2C=CC=CC=2)(C2C=CC=CC=2)C2C=CC=CC=2)=CC=1. The product is [CH2:23]([C:7]1[CH:8]=[N:9][C:10]2[C:15]([CH:16]=1)=[CH:14][CH:13]=[CH:12][C:11]=2[C:17]([O:19][CH3:20])=[O:18])[CH2:24][CH2:25][CH2:26][CH2:27][CH3:28]. The yield is 0.410. (7) The product is [CH:33]1([CH2:32][N:29]2[CH:30]=[CH:31][C:26]([C:3]3[CH:4]=[CH:5][C:6]([O:8][C:9]4[CH:14]=[CH:13][N:12]=[C:11]([CH3:15])[C:10]=4[CH3:16])=[CH:7][C:2]=3[F:1])=[C:27]([C:37]#[N:38])[C:28]2=[O:36])[CH2:34][CH2:35]1. The yield is 0.160. The reactants are [F:1][C:2]1[CH:7]=[C:6]([O:8][C:9]2[CH:14]=[CH:13][N:12]=[C:11]([CH3:15])[C:10]=2[CH3:16])[CH:5]=[CH:4][C:3]=1B(O)O.C([O-])(O)=O.[Na+].Br[C:26]1[CH:31]=[CH:30][N:29]([CH2:32][CH:33]2[CH2:35][CH2:34]2)[C:28](=[O:36])[C:27]=1[C:37]#[N:38]. The catalyst is O1CCOCC1.C1C=CC([P]([Pd]([P](C2C=CC=CC=2)(C2C=CC=CC=2)C2C=CC=CC=2)([P](C2C=CC=CC=2)(C2C=CC=CC=2)C2C=CC=CC=2)[P](C2C=CC=CC=2)(C2C=CC=CC=2)C2C=CC=CC=2)(C2C=CC=CC=2)C2C=CC=CC=2)=CC=1. (8) The reactants are [CH3:1][O:2][C:3]1[CH:4]=[C:5]2[C:10](=[CH:11][CH:12]=1)[CH:9]=[C:8]([OH:13])[CH:7]=[CH:6]2.C(=O)([O-])[O-].[K+].[K+].[CH2:20](Br)[CH:21]=[CH2:22]. The catalyst is CC(C)=O. The product is [CH3:1][O:2][C:3]1[CH:4]=[C:5]2[C:10](=[CH:11][CH:12]=1)[CH:9]=[C:8]([O:13][CH2:22][CH:21]=[CH2:20])[CH:7]=[CH:6]2. The yield is 0.910. (9) The reactants are [C:1]([C:3]1[C:12]2[C:7](=[CH:8][CH:9]=[CH:10][CH:11]=2)[C:6](F)=[CH:5][CH:4]=1)#[N:2].[CH2:14]([C:21]1([OH:27])[CH2:26][CH2:25][NH:24][CH2:23][CH2:22]1)[C:15]1[CH:20]=[CH:19][CH:18]=[CH:17][CH:16]=1. No catalyst specified. The product is [CH2:14]([C:21]1([OH:27])[CH2:26][CH2:25][N:24]([C:6]2[C:7]3[C:12](=[CH:11][CH:10]=[CH:9][CH:8]=3)[C:3]([C:1]#[N:2])=[CH:4][CH:5]=2)[CH2:23][CH2:22]1)[C:15]1[CH:16]=[CH:17][CH:18]=[CH:19][CH:20]=1. The yield is 0.300. (10) The reactants are [N+:1]([C:4]1[NH:8][N:7]=[C:6]([C:9]([OH:11])=O)[CH:5]=1)([O-:3])=[O:2].C(N1C=CN=C1)([N:14]1C=CN=C1)=O.N. The catalyst is CN(C=O)C.CO. The product is [N+:1]([C:4]1[CH:5]=[C:6]([C:9]([NH2:14])=[O:11])[NH:7][N:8]=1)([O-:3])=[O:2]. The yield is 0.480.